From a dataset of Forward reaction prediction with 1.9M reactions from USPTO patents (1976-2016). Predict the product of the given reaction. Given the reactants [CH2:1]([N:8]([CH2:17]C1C=CC=CC=1)[CH2:9][CH2:10][O:11][CH2:12][CH2:13][N:14](C)C)C1C=CC=CC=1, predict the reaction product. The product is: [NH2:14][CH2:13][CH2:12][O:11][CH2:10][CH2:9][N:8]([CH3:17])[CH3:1].